Dataset: Full USPTO retrosynthesis dataset with 1.9M reactions from patents (1976-2016). Task: Predict the reactants needed to synthesize the given product. (1) Given the product [NH2:23][C:3]1[CH:4]=[C:5]([CH:8]2[C:17]([CH3:18])([CH3:19])[CH2:16][C:15]3[C:10](=[CH:11][CH:12]=[C:13]([C:20]([OH:22])=[O:21])[CH:14]=3)[NH:9]2)[CH:6]=[CH:7][C:2]=1[F:1], predict the reactants needed to synthesize it. The reactants are: [F:1][C:2]1[CH:7]=[CH:6][C:5]([CH:8]2[C:17]([CH3:19])([CH3:18])[CH2:16][C:15]3[C:10](=[CH:11][CH:12]=[C:13]([C:20]([O-:22])=[O:21])[CH:14]=3)[NH:9]2)=[CH:4][C:3]=1[N+:23]([O-])=O.[OH-].[Na+]. (2) Given the product [CH3:26][O:27][CH2:28][CH2:29][NH:30][C:1]([C:4]1[CH:5]=[C:6]2[C:11](=[CH:12][C:13]=1[O:14][CH3:15])[N:10]=[CH:9][CH:8]=[C:7]2[O:16][C:17]1[CH:18]=[C:19]2[C:23](=[CH:24][CH:25]=1)[NH:22][CH:21]=[CH:20]2)=[O:3], predict the reactants needed to synthesize it. The reactants are: [C:1]([C:4]1[CH:5]=[C:6]2[C:11](=[CH:12][C:13]=1[O:14][CH3:15])[N:10]=[CH:9][CH:8]=[C:7]2[O:16][C:17]1[CH:18]=[C:19]2[C:23](=[CH:24][CH:25]=1)[NH:22][CH:21]=[CH:20]2)([OH:3])=O.[CH3:26][O:27][CH2:28][CH2:29][NH2:30].C(N(CC)CC)C.F[P-](F)(F)(F)(F)F.N1(O[P+](N(C)C)(N(C)C)N(C)C)C2C=CC=CC=2N=N1. (3) The reactants are: [Cl:1][C:2]1[C:11]2[C:6](=[CH:7][CH:8]=[C:9]([OH:12])[CH:10]=2)[N:5]=[CH:4][N:3]=1.O[CH2:14][C@@H:15]1[CH2:19][CH2:18][CH2:17][N:16]1[C:20]([O:22][C:23]([CH3:26])([CH3:25])[CH3:24])=[O:21]. Given the product [Cl:1][C:2]1[C:11]2[C:6](=[CH:7][CH:8]=[C:9]([O:12][CH2:14][C@@H:15]3[CH2:19][CH2:18][CH2:17][N:16]3[C:20]([O:22][C:23]([CH3:24])([CH3:26])[CH3:25])=[O:21])[CH:10]=2)[N:5]=[CH:4][N:3]=1, predict the reactants needed to synthesize it. (4) Given the product [Cl:1][C:2]1[C:3]([NH:18][C:19]2[CH:24]=[CH:23][CH:22]=[CH:21][C:20]=2[S:25](=[O:27])(=[O:26])[NH:28][CH3:29])=[N:4][C:5]([NH:8][C:9]2[CH:10]=[C:11]([NH:15][C:39](=[O:42])[CH:40]=[CH2:41])[CH:12]=[CH:13][CH:14]=2)=[N:6][CH:7]=1, predict the reactants needed to synthesize it. The reactants are: [Cl:1][C:2]1[C:3]([NH:18][C:19]2[CH:24]=[CH:23][CH:22]=[CH:21][C:20]=2[S:25]([NH:28][CH3:29])(=[O:27])=[O:26])=[N:4][C:5]([NH:8][C:9]2[CH:14]=[CH:13][CH:12]=[C:11]([N+:15]([O-])=O)[CH:10]=2)=[N:6][CH:7]=1.CCN(C(C)C)C(C)C.[C:39](Cl)(=[O:42])[CH:40]=[CH2:41]. (5) Given the product [C:1]([NH:4][C:5]1[CH:6]=[C:7]([NH:11][C:12]2[N:17]=[C:16]([NH:18][CH2:19][CH:20]3[CH2:21][CH2:22][NH:23][CH2:24][CH2:25]3)[C:15]([C:33]([NH2:34])=[O:35])=[CH:14][N:13]=2)[CH:8]=[CH:9][CH:10]=1)(=[O:3])[CH3:2], predict the reactants needed to synthesize it. The reactants are: [C:1]([NH:4][C:5]1[CH:6]=[C:7]([NH:11][C:12]2[N:17]=[C:16]([NH:18][CH2:19][CH:20]3[CH2:25][CH2:24][N:23](C(OC(C)(C)C)=O)[CH2:22][CH2:21]3)[C:15]([C:33](=[O:35])[NH2:34])=[CH:14][N:13]=2)[CH:8]=[CH:9][CH:10]=1)(=[O:3])[CH3:2]. (6) Given the product [C:13]([O:17][C:18](=[O:35])[NH:19][C:20]1[CH:25]=[C:24]([NH:26][CH2:27][C:28]2[CH:29]=[CH:30][CH:31]=[CH:32][CH:33]=2)[C:23]([NH:34][C:10]([C:4]2[CH:5]=[C:6]([CH3:9])[C:7](=[O:8])[N:2]([CH3:1])[CH:3]=2)=[O:12])=[CH:22][N:21]=1)([CH3:16])([CH3:14])[CH3:15], predict the reactants needed to synthesize it. The reactants are: [CH3:1][N:2]1[C:7](=[O:8])[C:6]([CH3:9])=[CH:5][C:4]([C:10]([OH:12])=O)=[CH:3]1.[C:13]([O:17][C:18](=[O:35])[NH:19][C:20]1[CH:25]=[C:24]([NH:26][CH2:27][C:28]2[CH:33]=[CH:32][CH:31]=[CH:30][CH:29]=2)[C:23]([NH2:34])=[CH:22][N:21]=1)([CH3:16])([CH3:15])[CH3:14].CCN(C(C)C)C(C)C.CN(C(ON1N=NC2C=CC=NC1=2)=[N+](C)C)C.F[P-](F)(F)(F)(F)F. (7) Given the product [F:14][C:15]([F:28])([F:27])[S:16]([O:13][C:12]1[CH2:11][CH2:10][CH2:9][C:8]=1[C:6]([O:5][CH2:4][CH3:3])=[O:7])(=[O:18])=[O:17], predict the reactants needed to synthesize it. The reactants are: [H-].[Na+].[CH3:3][CH2:4][O:5][C:6]([CH:8]1[C:12](=[O:13])[CH2:11][CH2:10][CH2:9]1)=[O:7].[F:14][C:15]([F:28])([F:27])[S:16](O[S:16]([C:15]([F:28])([F:27])[F:14])(=[O:18])=[O:17])(=[O:18])=[O:17].[Cl-].[NH4+]. (8) Given the product [C:1]1([CH3:15])[CH:6]=[C:5]([CH3:7])[CH:4]=[C:3]([CH3:8])[C:2]=1[O:9][CH2:10][C:11]([NH:17][NH2:18])=[O:12], predict the reactants needed to synthesize it. The reactants are: [C:1]1([CH3:15])[CH:6]=[C:5]([CH3:7])[CH:4]=[C:3]([CH3:8])[C:2]=1[O:9][CH2:10][C:11](OC)=[O:12].O.[NH2:17][NH2:18]. (9) Given the product [Cl:1][C:2]1[C:3]([C:17]([OH:19])=[O:18])=[CH:4][CH:5]=[C:6]2[C:10]=1[NH:9][CH:8]=[C:7]2[CH:11]1[CH2:16][CH2:15][CH2:14][CH2:13][CH2:12]1, predict the reactants needed to synthesize it. The reactants are: [Cl:1][C:2]1[C:3]([C:17]([OH:19])=[O:18])=[CH:4][CH:5]=[C:6]2[C:10]=1[NH:9][CH:8]=[C:7]2[C:11]1[CH2:16][CH2:15][CH2:14][CH2:13][CH:12]=1.C1COCC1.[H][H].